Predict the product of the given reaction. From a dataset of Forward reaction prediction with 1.9M reactions from USPTO patents (1976-2016). (1) Given the reactants [Cl:1][C:2]1[N:7]=[C:6](Cl)[C:5](F)=[CH:4][N:3]=1.[N+:10]([C:13]1[CH:14]=[C:15]([CH:18]=[CH:19][CH:20]=1)[CH:16]=[O:17])([O-:12])=[O:11].[Br-].C([N:24]1[CH:28]=[CH:27][N+:26](C)=[CH:25]1)C.[H-].[Na+], predict the reaction product. The product is: [Cl:1][C:2]1[N:7]=[C:6]2[C:5]([N:26]=[CH:25][N:24]2[CH:28]2[CH2:27][CH2:14][CH2:15][CH2:16][O:17]2)=[C:4]([C:16]([C:15]2[CH:18]=[CH:19][CH:20]=[C:13]([N+:10]([O-:12])=[O:11])[CH:14]=2)=[O:17])[N:3]=1. (2) Given the reactants [F:1][C:2]1[CH:7]=[CH:6][C:5]([C:8](=[O:14])[CH2:9][C:10]([O:12][CH3:13])=[O:11])=[CH:4][CH:3]=1.[Br:15]Br.C([O-])([O-])=O.[K+].[K+], predict the reaction product. The product is: [Br:15][CH:9]([C:8]([C:5]1[CH:4]=[CH:3][C:2]([F:1])=[CH:7][CH:6]=1)=[O:14])[C:10]([O:12][CH3:13])=[O:11]. (3) Given the reactants [OH:1][N:2]=[C:3]([NH2:10])[C:4]1[CH:9]=[CH:8][CH:7]=[N:6][CH:5]=1.[F:11][C:12]1[CH:13]=[C:14]([CH:18]=[CH:19][C:20]=1[F:21])[C:15](O)=O.N, predict the reaction product. The product is: [F:11][C:12]1[CH:13]=[C:14]([C:15]2[O:1][N:2]=[C:3]([C:4]3[CH:5]=[N:6][CH:7]=[CH:8][CH:9]=3)[N:10]=2)[CH:18]=[CH:19][C:20]=1[F:21]. (4) Given the reactants [O:1]1[C:5]2[CH:6]=[CH:7][CH:8]=[C:9](C=O)[C:4]=2[O:3][CH2:2]1.C1C=C(Cl)C=C([C:19]([O:21]O)=[O:20])C=1, predict the reaction product. The product is: [O:1]1[C:5]2[CH:6]=[CH:7][CH:8]=[C:9]([O:21][CH:19]=[O:20])[C:4]=2[O:3][CH2:2]1. (5) Given the reactants [B:10]1([B:10]2[O:14][C:13]([CH3:16])([CH3:15])[C:12]([CH3:18])([CH3:17])[O:11]2)[O:14][C:13]([CH3:16])([CH3:15])[C:12]([CH3:18])([CH3:17])[O:11]1.P([O-])([O-])([O-])=O.[K+].[K+].[K+].C[CH2:28][O:29]C(C)=O.[CH3:33][CH2:34][CH2:35][CH2:36][CH2:37][CH2:38][CH3:39], predict the reaction product. The product is: [CH3:28][O:29][C:35]1[CH:34]=[CH:33][C:38]([CH3:39])=[C:37]([B:10]2[O:11][C:12]([CH3:17])([CH3:18])[C:13]([CH3:15])([CH3:16])[O:14]2)[CH:36]=1. (6) Given the reactants [Cl:1][C:2]1[CH:7]=[CH:6][C:5]([C:8]([F:11])([F:10])[F:9])=[CH:4][C:3]=1[C:12]#[C:13][Si](C)(C)C.CO.C(=O)([O-])[O-].[K+].[K+], predict the reaction product. The product is: [Cl:1][C:2]1[CH:7]=[CH:6][C:5]([C:8]([F:9])([F:10])[F:11])=[CH:4][C:3]=1[C:12]#[CH:13].